From a dataset of Catalyst prediction with 721,799 reactions and 888 catalyst types from USPTO. Predict which catalyst facilitates the given reaction. (1) Reactant: Cl.[CH:2]1[CH:11]=[CH:10][C:9]2[CH2:12][CH2:13][CH2:14][N:7]3[C:8]=2[C:3]=1[C@@H:4]1[CH2:18][NH:17][CH2:16][C@H:5]1[C:6]3=[O:15].[C:19](O[C:19]([O:21][C:22]([CH3:25])([CH3:24])[CH3:23])=[O:20])([O:21][C:22]([CH3:25])([CH3:24])[CH3:23])=[O:20].C(N(CC)CC)C. Product: [O:15]=[C:6]1[C@@H:5]2[CH2:16][N:17]([C:19]([O:21][C:22]([CH3:25])([CH3:24])[CH3:23])=[O:20])[CH2:18][C@H:4]2[C:3]2[C:8]3=[C:9]([CH2:12][CH2:13][CH2:14][N:7]13)[CH:10]=[CH:11][CH:2]=2. The catalyst class is: 2. (2) Reactant: [Cl:1][C:2]1[CH:3]=[C:4]([C:14]2([OH:21])[CH2:17][CH:16]([C:18]([OH:20])=O)[CH2:15]2)[CH:5]=[CH:6][C:7]=1[CH2:8][N:9]1[CH2:13][CH2:12][CH2:11][CH2:10]1.[CH3:22][NH:23][CH2:24][CH:25]([CH3:27])[CH3:26].C(P1(=O)OP(CCC)(=O)OP(CCC)(=O)O1)CC.[OH-].[Na+]. Product: [CH2:24]([N:23]([CH3:22])[C:18]([CH:16]1[CH2:17][C:14]([C:4]2[CH:5]=[CH:6][C:7]([CH2:8][N:9]3[CH2:13][CH2:12][CH2:11][CH2:10]3)=[C:2]([Cl:1])[CH:3]=2)([OH:21])[CH2:15]1)=[O:20])[CH:25]([CH3:27])[CH3:26]. The catalyst class is: 25. (3) Reactant: [OH:1][C:2]1([CH3:19])[C:7](=[O:8])[CH:6]=[C:5]([C:9]2[CH:14]=[CH:13][N:12]=[CH:11][C:10]=2[N+:15]([O-:17])=[O:16])[O:4][CH:3]1[CH3:18].O.O.O.O.O.O.O.[Cl-].[Ce+3].[Cl-].[Cl-].[BH4-].[Na+]. Product: [CH3:18][CH:3]1[C:2]([CH3:19])([OH:1])[CH:7]([OH:8])[CH:6]=[C:5]([C:9]2[CH:14]=[CH:13][N:12]=[CH:11][C:10]=2[N+:15]([O-:17])=[O:16])[O:4]1. The catalyst class is: 14. (4) Product: [CH3:14][NH:15][C:11](=[O:13])[CH2:10][O:9][NH:8][C:6](=[O:7])[O:5][C:1]([CH3:4])([CH3:3])[CH3:2]. Reactant: [C:1]([O:5][C:6]([NH:8][O:9][CH2:10][C:11]([OH:13])=O)=[O:7])([CH3:4])([CH3:3])[CH3:2].[CH3:14][N:15]1CCOCC1.ClC(OCC(C)C)=O.CN.C(O)C. The catalyst class is: 1. (5) Reactant: [C:1]([NH2:5])([CH3:4])([CH3:3])[CH3:2].C(N(CC)C(C)C)(C)C.[C:15]1([CH2:21][S:22](Cl)(=[O:24])=[O:23])[CH:20]=[CH:19][CH:18]=[CH:17][CH:16]=1. Product: [C:1]([NH:5][S:22]([CH2:21][C:15]1[CH:20]=[CH:19][CH:18]=[CH:17][CH:16]=1)(=[O:24])=[O:23])([CH3:4])([CH3:3])[CH3:2]. The catalyst class is: 4. (6) Reactant: [Br:1]N1C(=O)CCC1=O.[CH:9]1([N:12]([C@H:28]2[C:36]3[C:31](=[CH:32][CH:33]=[C:34]([O:37][CH2:38][CH2:39][CH2:40][O:41][CH3:42])[CH:35]=3)[CH2:30][CH2:29]2)[C:13]([C@@H:15]2[O:20][CH2:19][CH2:18][N:17]([C:21]([O:23][C:24]([CH3:27])([CH3:26])[CH3:25])=[O:22])[CH2:16]2)=[O:14])[CH2:11][CH2:10]1. Product: [Br:1][C:33]1[CH:32]=[C:31]2[C:36](=[CH:35][C:34]=1[O:37][CH2:38][CH2:39][CH2:40][O:41][CH3:42])[C@H:28]([N:12]([CH:9]1[CH2:11][CH2:10]1)[C:13]([C@@H:15]1[O:20][CH2:19][CH2:18][N:17]([C:21]([O:23][C:24]([CH3:27])([CH3:26])[CH3:25])=[O:22])[CH2:16]1)=[O:14])[CH2:29][CH2:30]2. The catalyst class is: 4. (7) Reactant: [OH:1][C@H:2]1[CH2:7][CH2:6][CH2:5][CH2:4][C@@H:3]1[NH:8][C:9]([C:11]1[C:15]2=[N:16][CH:17]=[CH:18][C:19]([CH3:20])=[C:14]2[NH:13][CH:12]=1)=[O:10].C([O-])([O-])=O.[Cs+].[Cs+].Br[CH2:28][C:29]1[CH:34]=[CH:33][CH:32]=[C:31]([F:35])[C:30]=1[F:36]. Product: [F:36][C:30]1[C:31]([F:35])=[CH:32][CH:33]=[CH:34][C:29]=1[CH2:28][N:13]1[C:14]2[C:15](=[N:16][CH:17]=[CH:18][C:19]=2[CH3:20])[C:11]([C:9]([NH:8][C@H:3]2[CH2:4][CH2:5][CH2:6][CH2:7][C@@H:2]2[OH:1])=[O:10])=[CH:12]1. The catalyst class is: 3. (8) Reactant: Br[C:2]1[C:7]([S:8]([C:11]2[CH:16]=[CH:15][C:14]([O:17][CH2:18][C:19]3[CH:24]=[CH:23][CH:22]=[CH:21][C:20]=3[O:25][CH3:26])=[CH:13][CH:12]=2)(=[O:10])=[O:9])=[CH:6][CH:5]=[C:4]([CH3:27])[N:3]=1.[CH3:28][C:29]1[CH:35]=[C:34]([O:36][CH3:37])[CH:33]=[CH:32][C:30]=1[NH2:31].C1C=CC(P(C2C=CC=CC=2)CCCP(C2C=CC=CC=2)C2C=CC=CC=2)=CC=1.CC([O-])(C)C.[Na+]. Product: [CH3:26][O:25][C:20]1[CH:21]=[CH:22][CH:23]=[CH:24][C:19]=1[CH2:18][O:17][C:14]1[CH:15]=[CH:16][C:11]([S:8]([C:7]2[C:2]([NH:31][C:30]3[CH:32]=[CH:33][C:34]([O:36][CH3:37])=[CH:35][C:29]=3[CH3:28])=[N:3][C:4]([CH3:27])=[CH:5][CH:6]=2)(=[O:10])=[O:9])=[CH:12][CH:13]=1. The catalyst class is: 691. (9) Reactant: [CH2:1]([O:3][C:4]([C:6]1[CH:11]=[CH:10][C:9]([NH:12][C:13]([NH2:15])=[S:14])=[CH:8][CH:7]=1)=[O:5])[CH3:2].Cl[CH2:17][CH:18]=O. Product: [CH2:1]([O:3][C:4](=[O:5])[C:6]1[CH:11]=[CH:10][C:9]([NH:12][C:13]2[S:14][CH:17]=[CH:18][N:15]=2)=[CH:8][CH:7]=1)[CH3:2]. The catalyst class is: 8.